This data is from Retrosynthesis with 50K atom-mapped reactions and 10 reaction types from USPTO. The task is: Predict the reactants needed to synthesize the given product. (1) Given the product CN(C)c1cccc(N(CC(=O)N(CCCO)Cc2ccccn2)S(=O)(=O)c2ccc(C(C)(C)C)cc2)c1, predict the reactants needed to synthesize it. The reactants are: CN(C)c1cccc(N(CC(=O)O)S(=O)(=O)c2ccc(C(C)(C)C)cc2)c1.OCCCNCc1ccccn1. (2) Given the product CCNC(=O)c1oc2cccc(OCC(O)CNC(C)C)c2c1C, predict the reactants needed to synthesize it. The reactants are: CCN.Cc1c(C(=O)O)oc2cccc(OCC(O)CNC(C)C)c12. (3) Given the product O=C1C(=O)N(Cc2ccccc2)c2ccc(S(=O)(=O)N3CC[C@H]3COc3ccccc3)cc21, predict the reactants needed to synthesize it. The reactants are: BrCc1ccccc1.O=C1Nc2ccc(S(=O)(=O)N3CC[C@H]3COc3ccccc3)cc2C1=O. (4) Given the product Nc1nccc2c(NC3CCNCC3)cccc12, predict the reactants needed to synthesize it. The reactants are: CC(C)(C)OC(=O)N1CCC(Nc2cccc3c(N)nccc23)CC1. (5) The reactants are: C#CC1(Cl)CCCCC1.CCOc1ccc(N)cc1. Given the product C#CC1(Nc2ccc(OCC)cc2)CCCCC1, predict the reactants needed to synthesize it. (6) Given the product CCOC(=O)C(C)C[C@@H](C)Oc1ccc(-c2nc(-c3ccc(OC(C)C)c(C(F)(F)F)c3)no2)cc1, predict the reactants needed to synthesize it. The reactants are: CCOC(=O)/C(C)=C/[C@@H](C)Oc1ccc(-c2nc(-c3ccc(OC(C)C)c(C(F)(F)F)c3)no2)cc1. (7) Given the product CN(Cc1cn(C)c2ccccc12)C(=O)/C=C/c1cnc2c(c1)OCCN2, predict the reactants needed to synthesize it. The reactants are: CNCc1cn(C)c2ccccc12.O=C(O)/C=C/c1cnc2c(c1)OCCN2. (8) Given the product N#Cc1cc(F)c(COc2ccc(Cl)c(Cl)c2)cc1F, predict the reactants needed to synthesize it. The reactants are: N#Cc1cc(F)c(CBr)cc1F.Oc1ccc(Cl)c(Cl)c1. (9) Given the product C[C@H](Nc1ccnn(C)c1=O)c1nc2ccc(F)cc2n1-c1ccccc1, predict the reactants needed to synthesize it. The reactants are: C[C@H](Nc1c(Cl)cnn(C)c1=O)c1nc2ccc(F)cc2n1-c1ccccc1.